From a dataset of Retrosynthesis with 50K atom-mapped reactions and 10 reaction types from USPTO. Predict the reactants needed to synthesize the given product. (1) Given the product OC[C@H]1O[C@](O)(c2ccc(Cl)c(Cc3ccc(O[C@@H]4CCC[C@@H]4O)cc3)c2)[C@H](O)[C@@H](O)[C@@H]1O, predict the reactants needed to synthesize it. The reactants are: O=C1CCCC1Oc1ccc(Cc2cc([C@@]3(O)O[C@H](CO)[C@@H](O)[C@H](O)[C@H]3O)ccc2Cl)cc1. (2) Given the product Cc1c(N)ccc2nsnc12, predict the reactants needed to synthesize it. The reactants are: Cc1c([N+](=O)[O-])ccc2nsnc12.